Dataset: Full USPTO retrosynthesis dataset with 1.9M reactions from patents (1976-2016). Task: Predict the reactants needed to synthesize the given product. (1) Given the product [CH3:1][C:2]1([CH3:15])[CH2:11][CH2:10][C:9]2[C:4](=[CH:5][CH:6]=[C:7]([OH:12])[CH:8]=2)[C:3]1=[O:14], predict the reactants needed to synthesize it. The reactants are: [CH3:1][C:2]1([CH3:15])[CH2:11][CH2:10][C:9]2[C:4](=[CH:5][CH:6]=[C:7]([O:12]C)[CH:8]=2)[C:3]1=[O:14].Br. (2) Given the product [CH2:22]([O:10][C:9](=[O:11])[CH2:8][C:6]1[CH:5]=[CH:4][N:3]=[C:2]([Br:1])[CH:7]=1)[CH3:23], predict the reactants needed to synthesize it. The reactants are: [Br:1][C:2]1[CH:7]=[C:6]([CH2:8][C:9]([OH:11])=[O:10])[CH:5]=[CH:4][N:3]=1.S(=O)(=O)(O)O.C([O-])(O)=O.[Na+].[C:22](OCC)(=O)[CH3:23].